Predict the reactants needed to synthesize the given product. From a dataset of Full USPTO retrosynthesis dataset with 1.9M reactions from patents (1976-2016). (1) Given the product [Br:1][C:2]1[S:3][C:4]2[CH2:9][CH2:8][CH:7]([C:10]([OH:12])=[O:11])[C:5]=2[N:6]=1, predict the reactants needed to synthesize it. The reactants are: [Br:1][C:2]1[S:3][C:4]2[CH2:9][CH2:8][CH:7]([C:10]([O:12]CC)=[O:11])[C:5]=2[N:6]=1.[OH-].[Na+].O. (2) Given the product [OH:28][CH2:27][CH2:26][O:25][CH2:24][CH2:23][O:22][CH2:21][CH2:20][O:1][C:2]1[CH:15]=[CH:14][C:13]2[C:12](=[O:16])[C:11]3[C:6](=[CH:7][CH:8]=[C:9]([O:17][CH2:20][CH2:21][O:22][CH2:23][CH2:24][O:25][CH2:26][CH2:31][OH:34])[CH:10]=3)[C:5](=[O:18])[C:4]=2[CH:3]=1, predict the reactants needed to synthesize it. The reactants are: [OH:1][C:2]1[CH:15]=[CH:14][C:13]2[C:12](=[O:16])[C:11]3[C:6](=[CH:7][CH:8]=[C:9]([OH:17])[CH:10]=3)[C:5](=[O:18])[C:4]=2[CH:3]=1.Cl[CH2:20][CH2:21][O:22][CH2:23][CH2:24][O:25][CH2:26][CH2:27][OH:28].[I-].[Na+].[C:31]([O-:34])([O-])=O.[K+].[K+].